This data is from Full USPTO retrosynthesis dataset with 1.9M reactions from patents (1976-2016). The task is: Predict the reactants needed to synthesize the given product. (1) Given the product [C:14]([C:13]1[CH:2]=[CH:3][C:4]([C:31]2[CH:36]=[CH:35][CH:34]=[CH:33][CH:32]=2)=[C:5]([CH:6]=[CH:7][C:8]([O:10][CH3:11])=[O:9])[CH:12]=1)#[N:15], predict the reactants needed to synthesize it. The reactants are: Br[C:2]1[CH:13]=[CH:12][C:5]([CH:6]=[CH:7][C:8]([O:10][CH3:11])=[O:9])=[CH:4][CH:3]=1.[C:14](C1C=CC(B(O)O)=CC=1)#[N:15].CCOC(C)=O.[C:31]1(C)[CH:36]=[CH:35][CH:34]=[CH:33][CH:32]=1. (2) Given the product [O:2]=[C:1]1[NH:8][C:9]2[CH:10]=[CH:11][CH:12]=[CH:13][C:14]=2[C:4]2([CH2:6][CH2:37][N:32]([C:25]([O:27][C:28]([CH3:31])([CH3:30])[CH3:29])=[O:26])[CH2:33][CH2:7]2)[O:3]1, predict the reactants needed to synthesize it. The reactants are: [C:1]([NH:8][C:9]1[CH:14]=[CH:13][CH:12]=[CH:11][CH:10]=1)([O:3][C:4]([CH3:7])([CH3:6])C)=[O:2].C([Li])(C)(C)C.CCCCC.[C:25]([N:32]1[CH2:37]CC(=O)C[CH2:33]1)([O:27][C:28]([CH3:31])([CH3:30])[CH3:29])=[O:26].Cl. (3) Given the product [S:1]1[C:2]2[CH2:6][CH2:7][O:8][CH2:10][C:3]=2[CH:4]=[CH:5]1, predict the reactants needed to synthesize it. The reactants are: [S:1]1[CH:5]=[CH:4][CH:3]=[C:2]1[CH2:6][CH2:7][OH:8].O1COCO[CH2:10]1. (4) The reactants are: [OH:1][C@H:2]([CH3:13])[CH2:3][N:4]1[CH:8]=[C:7]([C:9]([OH:11])=O)[N:6]=[C:5]1[CH3:12].[NH2:14][C@@H:15]([CH3:32])[CH2:16][N:17]1[CH:21]=[CH:20][C:19]([C:22]2[CH:29]=[C:28]([F:30])[C:25]([C:26]#[N:27])=[C:24]([Cl:31])[CH:23]=2)=[N:18]1.CN(C=O)C. Given the product [Cl:31][C:24]1[CH:23]=[C:22]([C:19]2[CH:20]=[CH:21][N:17]([CH2:16][C@@H:15]([NH:14][C:9]([C:7]3[N:6]=[C:5]([CH3:12])[N:4]([CH2:3][C@H:2]([OH:1])[CH3:13])[CH:8]=3)=[O:11])[CH3:32])[N:18]=2)[CH:29]=[C:28]([F:30])[C:25]=1[C:26]#[N:27], predict the reactants needed to synthesize it. (5) Given the product [F:15][C:2]1[C:11]2[C:6](=[CH:7][C:8]([F:12])=[CH:9][CH:10]=2)[C:5]([O:13][CH3:14])=[CH:4][N:3]=1, predict the reactants needed to synthesize it. The reactants are: Cl[C:2]1[C:11]2[C:6](=[CH:7][C:8]([F:12])=[CH:9][CH:10]=2)[C:5]([O:13][CH3:14])=[CH:4][N:3]=1.[F-:15].[Cs+]. (6) Given the product [F:45][C:41]1[CH:40]=[C:39]([C:2]#[C:1][C:3]2[CH:4]=[C:5]([CH:27]=[CH:28][C:29]=2[CH3:30])[C:6]([NH:8][C:9]2[CH:14]=[CH:13][C:12]([CH2:15][N:16]3[CH2:17][CH2:18][N:19]([CH3:22])[CH2:20][CH2:21]3)=[C:11]([C:23]([F:25])([F:24])[F:26])[CH:10]=2)=[O:7])[CH:38]=[C:37]2[C:42]=1[CH:43]=[N:44][C:35]([NH:34][C:31](=[O:33])[CH3:32])=[N:36]2, predict the reactants needed to synthesize it. The reactants are: [C:1]([C:3]1[CH:4]=[C:5]([CH:27]=[CH:28][C:29]=1[CH3:30])[C:6]([NH:8][C:9]1[CH:14]=[CH:13][C:12]([CH2:15][N:16]2[CH2:21][CH2:20][N:19]([CH3:22])[CH2:18][CH2:17]2)=[C:11]([C:23]([F:26])([F:25])[F:24])[CH:10]=1)=[O:7])#[CH:2].[C:31]([NH:34][C:35]1[N:44]=[CH:43][C:42]2[C:37](=[CH:38][C:39](Br)=[CH:40][C:41]=2[F:45])[N:36]=1)(=[O:33])[CH3:32]. (7) Given the product [Cl:13][CH2:14][C:15]([NH:1][CH:2]([CH3:5])[CH2:3][OH:4])=[O:16], predict the reactants needed to synthesize it. The reactants are: [NH2:1][CH:2]([CH3:5])[CH2:3][OH:4].CCN(CC)CC.[Cl:13][CH2:14][C:15](Cl)=[O:16]. (8) Given the product [C:5]([O:9][C:10](=[O:26])[NH:11][C:12]1[CH:17]=[CH:16][CH:15]=[C:14]([O:18][C:19]2[N:20]=[C:21]3[S:1][C:2]([NH2:3])=[N:25][C:22]3=[CH:23][CH:24]=2)[CH:13]=1)([CH3:8])([CH3:6])[CH3:7], predict the reactants needed to synthesize it. The reactants are: [S-:1][C:2]#[N:3].[K+].[C:5]([O:9][C:10](=[O:26])[NH:11][C:12]1[CH:17]=[CH:16][CH:15]=[C:14]([O:18][C:19]2[CH:24]=[CH:23][C:22]([NH2:25])=[CH:21][N:20]=2)[CH:13]=1)([CH3:8])([CH3:7])[CH3:6].BrBr.